From a dataset of Reaction yield outcomes from USPTO patents with 853,638 reactions. Predict the reaction yield, written as a fraction of the theoretical maximum amount of product (1.0 means a 100% yield; for example, 0.34 means a 34% yield). (1) The reactants are [Br:1][C:2]1[C:11]2[C:6](=[CH:7][CH:8]=[C:9]([O:12][CH3:13])[N:10]=2)[N:5]=[CH:4][C:3]=1[NH2:14].[F:15][B-:16]([F:19])([F:18])[F:17].[N:20]#[O+]. The catalyst is C1COCC1. The product is [F:15][B-:16]([F:19])([F:18])[F:17].[Br:1][C:2]1[C:11]2[C:6](=[CH:7][CH:8]=[C:9]([O:12][CH3:13])[N:10]=2)[N:5]=[CH:4][C:3]=1[N+:14]#[N:20]. The yield is 0.900. (2) The reactants are [C:1]([O:5][C:6]([N:8]1[CH2:13][CH:12]=[C:11]([C:14]2[CH:38]=[CH:37][C:17]3[C:18]4[N:22]([CH2:23][CH2:24][O:25][C:16]=3[CH:15]=2)[CH:21]=[C:20]([C:26]2[N:27]([CH:34]([CH3:36])[CH3:35])[N:28]=[C:29]([CH2:31][O:32][CH3:33])[N:30]=2)[N:19]=4)[CH2:10][CH2:9]1)=[O:7])([CH3:4])([CH3:3])[CH3:2]. The catalyst is [Pd]. The product is [C:1]([O:5][C:6]([N:8]1[CH2:9][CH2:10][CH:11]([C:14]2[CH:38]=[CH:37][C:17]3[C:18]4[N:22]([CH2:23][CH2:24][O:25][C:16]=3[CH:15]=2)[CH:21]=[C:20]([C:26]2[N:27]([CH:34]([CH3:35])[CH3:36])[N:28]=[C:29]([CH2:31][O:32][CH3:33])[N:30]=2)[N:19]=4)[CH2:12][CH2:13]1)=[O:7])([CH3:3])([CH3:2])[CH3:4]. The yield is 0.720. (3) The reactants are [CH3:1][C:2]([S:9]([CH3:12])(=[O:11])=[O:10])([CH2:5][CH2:6][CH:7]=[CH2:8])[C:3]#[N:4].CCCCCCC.[F:20][C:21]1[CH:26]=[CH:25][C:24]([N+:27]([O-:29])=[O:28])=[CH:23][C:22]=1/[C:30](=[N:32]/[S@@:33]([C:35]([CH3:38])([CH3:37])[CH3:36])=[O:34])/[CH3:31]. The catalyst is C1COCC1. The product is [C:3]([C:2]([S:9]([CH2:12][C@:30]([NH:32][S@@:33]([C:35]([CH3:36])([CH3:38])[CH3:37])=[O:34])([C:22]1[CH:23]=[C:24]([N+:27]([O-:29])=[O:28])[CH:25]=[CH:26][C:21]=1[F:20])[CH3:31])(=[O:10])=[O:11])([CH2:5][CH2:6][CH:7]=[CH2:8])[CH3:1])#[N:4]. The yield is 0.489. (4) The reactants are [CH2:1]([O:3][C:4]([C:6]1([CH2:30][CH:31]=C)[CH2:11][CH2:10][CH:9]([O:12][Si:13]([C:26]([CH3:29])([CH3:28])[CH3:27])([C:20]2[CH:25]=[CH:24][CH:23]=[CH:22][CH:21]=2)[C:14]2[CH:19]=[CH:18][CH:17]=[CH:16][CH:15]=2)[CH2:8][CH2:7]1)=[O:5])C.C(OCC)(=[O:35])C. The catalyst is CC(O)C.O.O=[Os](=O)(=O)=O. The product is [CH3:1][O:3][C:4]([C:6]1([CH2:30][CH:31]=[O:35])[CH2:7][CH2:8][CH:9]([O:12][Si:13]([C:26]([CH3:27])([CH3:28])[CH3:29])([C:14]2[CH:15]=[CH:16][CH:17]=[CH:18][CH:19]=2)[C:20]2[CH:21]=[CH:22][CH:23]=[CH:24][CH:25]=2)[CH2:10][CH2:11]1)=[O:5]. The yield is 0.870. (5) The reactants are Cl[C:2]1[NH:3][C:4]([C:12]2[CH:17]=[CH:16][CH:15]=[CH:14][CH:13]=2)=[C:5]([F:11])[C:6]=1[C:7]([O:9][CH3:10])=[O:8].C(N(CC)CC)C. The catalyst is CO.[C].[Pd]. The product is [F:11][C:5]1[C:6]([C:7]([O:9][CH3:10])=[O:8])=[CH:2][NH:3][C:4]=1[C:12]1[CH:17]=[CH:16][CH:15]=[CH:14][CH:13]=1. The yield is 0.870.